From a dataset of Catalyst prediction with 721,799 reactions and 888 catalyst types from USPTO. Predict which catalyst facilitates the given reaction. Reactant: [C:1]1([CH3:10])[CH:6]=[CH:5][CH:4]=[C:3]([CH2:7][C:8]#[N:9])[CH:2]=1.[OH-].[Na+].Br[CH2:14][CH2:15]Cl. Product: [C:1]1([CH3:10])[CH:6]=[CH:5][CH:4]=[C:3]([C:7]2([C:8]#[N:9])[CH2:15][CH2:14]2)[CH:2]=1. The catalyst class is: 93.